This data is from Reaction yield outcomes from USPTO patents with 853,638 reactions. The task is: Predict the reaction yield, written as a fraction of the theoretical maximum amount of product (1.0 means a 100% yield; for example, 0.34 means a 34% yield). (1) The reactants are [CH3:1][C:2]1[CH:3]=[C:4]([NH:16][C:17]2[C:26]3[C:21](=[CH:22][CH:23]=[CH:24][C:25]=3[O:27][C@H:28]([CH3:33])[C:29](OC)=[O:30])[N:20]=[CH:19][N:18]=2)[CH:5]=[CH:6][C:7]=1[O:8][CH2:9][C:10]1[CH:15]=[CH:14][CH:13]=[CH:12][N:11]=1. The catalyst is CNCCO. The product is [OH:8][CH2:9][CH2:10][N:11]([CH3:12])[C:29](=[O:30])[C@H:28]([O:27][C:25]1[CH:24]=[CH:23][CH:22]=[C:21]2[C:26]=1[C:17]([NH:16][C:4]1[CH:5]=[CH:6][C:7]([O:8][CH2:9][C:10]3[CH:15]=[CH:14][CH:13]=[CH:12][N:11]=3)=[C:2]([CH3:1])[CH:3]=1)=[N:18][CH:19]=[N:20]2)[CH3:33]. The yield is 0.560. (2) The reactants are Cl[C:2]1[C:3]2[S:10][C:9]([C:11]([NH:13][CH2:14][CH2:15][N:16]3[CH2:21][CH2:20][O:19][CH2:18][CH2:17]3)=[O:12])=[CH:8][C:4]=2[N:5]=[CH:6][N:7]=1.[F:22][C:23]1[CH:28]=[C:27]([N+:29]([O-:31])=[O:30])[CH:26]=[CH:25][C:24]=1[OH:32].C([O-])([O-])=O.[K+].[K+].CO.C(Cl)Cl. The catalyst is O(C1C=CC=CC=1)C1C=CC=CC=1. The product is [F:22][C:23]1[CH:28]=[C:27]([N+:29]([O-:31])=[O:30])[CH:26]=[CH:25][C:24]=1[O:32][C:2]1[C:3]2[S:10][C:9]([C:11]([NH:13][CH2:14][CH2:15][N:16]3[CH2:21][CH2:20][O:19][CH2:18][CH2:17]3)=[O:12])=[CH:8][C:4]=2[N:5]=[CH:6][N:7]=1. The yield is 0.910. (3) The reactants are [Cl:1][C:2]1[S:6][C:5]([S:7]([NH:10][C:11]2[CH:19]=[CH:18][C:14]([C:15]([OH:17])=[O:16])=[C:13]([OH:20])[CH:12]=2)(=[O:9])=[O:8])=[CH:4][C:3]=1[C:21]1[CH:26]=[C:25]([F:27])[CH:24]=[CH:23][C:22]=1[OH:28].[CH3:29][O:30][CH2:31][CH2:32]O. No catalyst specified. The product is [Cl:1][C:2]1[S:6][C:5]([S:7]([NH:10][C:11]2[CH:19]=[CH:18][C:14]([C:15]([O:17][CH2:32][CH2:31][O:30][CH3:29])=[O:16])=[C:13]([OH:20])[CH:12]=2)(=[O:9])=[O:8])=[CH:4][C:3]=1[C:21]1[CH:26]=[C:25]([F:27])[CH:24]=[CH:23][C:22]=1[OH:28]. The yield is 0.810. (4) The reactants are [H-].[Na+].[O:3]=[C:4]([CH2:11][CH2:12][CH3:13])[CH2:5][C:6]([O:8][CH2:9][CH3:10])=[O:7].Br[CH:15]([C:17]1[CH:22]=[CH:21][C:20]([C:23]2[C:24]([C:29]#[N:30])=[CH:25][CH:26]=[CH:27][CH:28]=2)=[CH:19][CH:18]=1)[CH3:16].Cl. The catalyst is O1CCCC1. The product is [C:29]([C:24]1[CH:25]=[CH:26][CH:27]=[CH:28][C:23]=1[C:20]1[CH:19]=[CH:18][C:17]([CH:15]([CH:5]([C:4](=[O:3])[CH2:11][CH2:12][CH3:13])[C:6]([O:8][CH2:9][CH3:10])=[O:7])[CH3:16])=[CH:22][CH:21]=1)#[N:30]. The yield is 0.940. (5) The reactants are [Br:1][C:2]1[CH:7]=[C:6]([F:8])[CH:5]=[CH:4][C:3]=1[CH:9]1[C:14]([C:15]([O:17][CH2:18][CH3:19])=[O:16])=[C:13]([CH3:20])[NH:12][C:11]([C:21]2[S:22][CH:23]=[C:24]([CH2:26][C:27](O)=[O:28])[N:25]=2)=[N:10]1.[CH:30]([NH2:33])([CH3:32])[CH3:31]. No catalyst specified. The product is [Br:1][C:2]1[CH:7]=[C:6]([F:8])[CH:5]=[CH:4][C:3]=1[CH:9]1[C:14]([C:15]([O:17][CH2:18][CH3:19])=[O:16])=[C:13]([CH3:20])[NH:12][C:11]([C:21]2[S:22][CH:23]=[C:24]([CH2:26][C:27]([NH:33][CH:30]([CH3:32])[CH3:31])=[O:28])[N:25]=2)=[N:10]1. The yield is 0.450. (6) The reactants are Cl[C:2]1[N:7]=[C:6]([N:8]([CH3:13])[S:9]([CH3:12])(=[O:11])=[O:10])[C:5]([Cl:14])=[C:4]([NH:15][C:16]2[CH:20]=[C:19]([O:21][CH:22]([CH3:24])[CH3:23])[NH:18][N:17]=2)[N:3]=1.ClC1C(NC2C=C(OC)NN=2)=NC([NH:32][C@H:33]([C:35]2[N:40]=[CH:39][C:38]([F:41])=[CH:37][N:36]=2)[CH3:34])=NC=1.C(N(C(C)C)C(C)C)C. The catalyst is CCCCO. The product is [Cl:14][C:5]1[C:6]([N:8]([CH3:13])[S:9]([CH3:12])(=[O:11])=[O:10])=[N:7][C:2]([NH:32][C@H:33]([C:35]2[N:40]=[CH:39][C:38]([F:41])=[CH:37][N:36]=2)[CH3:34])=[N:3][C:4]=1[NH:15][C:16]1[CH:20]=[C:19]([O:21][CH:22]([CH3:24])[CH3:23])[NH:18][N:17]=1. The yield is 0.560. (7) The reactants are Br[C:2]1[CH:3]=[C:4]2[N:10]=[CH:9][N:8]([CH2:11][C:12]3[CH:17]=[CH:16][C:15]([O:18][CH2:19][CH3:20])=[CH:14][CH:13]=3)[C:5]2=[N:6][CH:7]=1.C1C=CC(P(C2C(C3C(P(C4C=CC=CC=4)C4C=CC=CC=4)=CC=C4C=3C=CC=C4)=C3C(C=CC=C3)=CC=2)C2C=CC=CC=2)=CC=1.[CH2:67]([C:69]1[CH:74]=[CH:73][C:72]([CH2:75][NH2:76])=[CH:71][CH:70]=1)[CH3:68].CC(C)([O-])C.[Na+]. The catalyst is C1(C)C=CC=CC=1.C(OCC)(=O)C.C(Cl)(Cl)Cl.[Pd].C(=CC(C=CC1C=CC=CC=1)=O)C1C=CC=CC=1.C(=CC(C=CC1C=CC=CC=1)=O)C1C=CC=CC=1.C(=CC(C=CC1C=CC=CC=1)=O)C1C=CC=CC=1. The product is [CH2:19]([O:18][C:15]1[CH:16]=[CH:17][C:12]([CH2:11][N:8]2[C:5]3=[N:6][CH:7]=[C:2]([NH:76][CH2:75][C:72]4[CH:73]=[CH:74][C:69]([CH2:67][CH3:68])=[CH:70][CH:71]=4)[CH:3]=[C:4]3[N:10]=[CH:9]2)=[CH:13][CH:14]=1)[CH3:20]. The yield is 0.170.